From a dataset of Catalyst prediction with 721,799 reactions and 888 catalyst types from USPTO. Predict which catalyst facilitates the given reaction. (1) Reactant: [C:1]([OH:5])(=[O:4])[CH:2]=[CH2:3].[C:6]([OH:11])(=[O:10])[C:7]([CH3:9])=[CH2:8].N(C(C1NCCN=1)(C)C)=NC(C1NCCN=1)(C)C.S(=O)(=O)(O)O. Product: [C:1]([OH:5])(=[O:4])[CH:2]=[CH2:3].[C:6]([OH:11])(=[O:10])[C:7]([CH3:9])=[CH2:8]. The catalyst class is: 6. (2) Reactant: [C:1]([O:5][C:6]([N:8]1[CH2:13][CH2:12][N:11]([C:14]2[CH:19]=[CH:18][C:17]([NH2:20])=[CH:16][N:15]=2)[CH2:10][CH2:9]1)=[O:7])([CH3:4])([CH3:3])[CH3:2].[C:21]1([C:27]2[O:28][C:29]([C:35]([F:38])([F:37])[F:36])=[C:30]([C:32](O)=[O:33])[N:31]=2)[CH:26]=[CH:25][CH:24]=[CH:23][CH:22]=1.F[P-](F)(F)(F)(F)F.Br[P+](N1CCCC1)(N1CCCC1)N1CCCC1.C(N(CC)CC)C. Product: [C:1]([O:5][C:6]([N:8]1[CH2:13][CH2:12][N:11]([C:14]2[CH:19]=[CH:18][C:17]([NH:20][C:32]([C:30]3[N:31]=[C:27]([C:21]4[CH:26]=[CH:25][CH:24]=[CH:23][CH:22]=4)[O:28][C:29]=3[C:35]([F:37])([F:38])[F:36])=[O:33])=[CH:16][N:15]=2)[CH2:10][CH2:9]1)=[O:7])([CH3:4])([CH3:2])[CH3:3]. The catalyst class is: 454.